From a dataset of Peptide-MHC class I binding affinity with 185,985 pairs from IEDB/IMGT. Regression. Given a peptide amino acid sequence and an MHC pseudo amino acid sequence, predict their binding affinity value. This is MHC class I binding data. (1) The peptide sequence is IPFSEGKAL. The MHC is HLA-A03:01 with pseudo-sequence HLA-A03:01. The binding affinity (normalized) is 0.0847. (2) The peptide sequence is YVFPVIFSK. The MHC is HLA-B18:01 with pseudo-sequence HLA-B18:01. The binding affinity (normalized) is 0. (3) The peptide sequence is GSENLKSLYNT. The MHC is Mamu-A01 with pseudo-sequence Mamu-A01. The binding affinity (normalized) is 0. (4) The peptide sequence is YWMGGTTYF. The MHC is HLA-A26:03 with pseudo-sequence HLA-A26:03. The binding affinity (normalized) is 0.0847.